Dataset: Serine/threonine kinase 33 screen with 319,792 compounds. Task: Binary Classification. Given a drug SMILES string, predict its activity (active/inactive) in a high-throughput screening assay against a specified biological target. (1) The molecule is Oc1ccc(N2CCN(CC2)C(c2n(nnn2)Cc2ccccc2)c2cccnc2)cc1. The result is 0 (inactive). (2) The molecule is Clc1ccc(CNC(=O)C[n+]2cc(O)ccc2)cc1. The result is 0 (inactive). (3) The compound is s1cc(nc1Nc1ccc(cc1)C)COC(=O)C1CC1. The result is 0 (inactive). (4) The compound is O=C(N(CCN(C(C)(C)C)C)C)C(c1ccccc1)c1ccccc1. The result is 0 (inactive). (5) The result is 0 (inactive). The molecule is Fc1cc2c(N3C(C4(C(C3C(=O)C)C(=O)c3ccccc3)c3c(NC4=O)cccc3)C=C2)cc1. (6) The molecule is S=c1n(c(c(c(N2CCN(CC2)C)n1)C(=O)C)C)c1c(ccc(c1)C)C. The result is 0 (inactive). (7) The compound is Oc1cc2n3c(c(c2cc1)C#N)cccc3. The result is 1 (active). (8) The drug is Fc1ccc(n2nc(n3c2nc(CC(C)C)c(c3=O)C#N)C(OCC)=O)cc1. The result is 0 (inactive). (9) The drug is O1C(OCc2ccc(cc2)CO)CC(c2c3c(n(c2)C(=O)C)cccc3)C=C1C(=O)NCC#C. The result is 0 (inactive). (10) The molecule is S(Cc1oc2c(c(CN(C)C)c(O)cc2)c1C(OCC)=O)Cc1ccccc1. The result is 0 (inactive).